Predict which catalyst facilitates the given reaction. From a dataset of Catalyst prediction with 721,799 reactions and 888 catalyst types from USPTO. (1) Reactant: [CH3:1][O:2][C:3]1[N:8]=[C:7]([N+:9]([O-:11])=[O:10])[C:6]([NH:12]C(=O)C)=[CH:5][C:4]=1[CH3:16].[OH-].[Na+].O. Product: [CH3:1][O:2][C:3]1[N:8]=[C:7]([N+:9]([O-:11])=[O:10])[C:6]([NH2:12])=[CH:5][C:4]=1[CH3:16]. The catalyst class is: 5. (2) The catalyst class is: 16. Product: [F:11][CH:12]([F:21])[O:13][C:14]1[CH:19]=[CH:18][C:17]([O:20][C:7]2[CH:8]=[CH:9][C:4]([C:2](=[O:3])[CH3:1])=[CH:5][CH:6]=2)=[CH:16][CH:15]=1. Reactant: [CH3:1][C:2]([C:4]1[CH:9]=[CH:8][C:7](F)=[CH:6][CH:5]=1)=[O:3].[F:11][CH:12]([F:21])[O:13][C:14]1[CH:19]=[CH:18][C:17]([OH:20])=[CH:16][CH:15]=1.C(=O)([O-])[O-].[K+].[K+].[Cl-].[Na+].